Predict which catalyst facilitates the given reaction. From a dataset of Catalyst prediction with 721,799 reactions and 888 catalyst types from USPTO. The catalyst class is: 102. Reactant: [C:1]([O:5][C:6]([N:8]([C:16]([O:18][C:19]([CH3:22])([CH3:21])[CH3:20])=[O:17])[C:9]1[CH:14]=[N:13][CH:12]=[C:11](Br)[N:10]=1)=[O:7])([CH3:4])([CH3:3])[CH3:2].CC([O-])=O.[K+].[CH3:28][C:29]1([CH3:45])[C:33]([CH3:35])([CH3:34])[O:32][B:31]([B:31]2[O:32][C:33]([CH3:35])([CH3:34])[C:29]([CH3:45])([CH3:28])[O:30]2)[O:30]1.CC(C1C=C(C(C)C)C(C2C=CC=CC=2P(C2CCCCC2)C2CCCCC2)=C(C(C)C)C=1)C. Product: [C:1]([O:5][C:6]([N:8]([C:16]([O:18][C:19]([CH3:22])([CH3:21])[CH3:20])=[O:17])[C:9]1[CH:14]=[N:13][CH:12]=[C:11]([B:31]2[O:32][C:33]([CH3:35])([CH3:34])[C:29]([CH3:45])([CH3:28])[O:30]2)[N:10]=1)=[O:7])([CH3:4])([CH3:3])[CH3:2].